This data is from Catalyst prediction with 721,799 reactions and 888 catalyst types from USPTO. The task is: Predict which catalyst facilitates the given reaction. Reactant: C(OC([NH:8][C:9](=[NH:32])[NH:10][C:11]([C:13]1[CH:18]=[CH:17][CH:16]=[C:15]([P:19]([C:26]2[CH:31]=[CH:30][CH:29]=[CH:28][CH:27]=2)[C:20]2[CH:25]=[CH:24][CH:23]=[CH:22][CH:21]=2)[N:14]=1)=[O:12])=O)(C)(C)C.COC1C=CC=C(OC)C=1.C(Cl)Cl.CO.C(N(CC)CC)C. Product: [C:26]1([P:19]([C:20]2[CH:21]=[CH:22][CH:23]=[CH:24][CH:25]=2)[C:15]2[N:14]=[C:13]([C:11]([NH:10][C:9]([NH2:32])=[NH:8])=[O:12])[CH:18]=[CH:17][CH:16]=2)[CH:27]=[CH:28][CH:29]=[CH:30][CH:31]=1. The catalyst class is: 55.